Task: Predict which catalyst facilitates the given reaction.. Dataset: Catalyst prediction with 721,799 reactions and 888 catalyst types from USPTO (1) Reactant: [Br:1][C:2]1[CH:7]=[CH:6][C:5]([C:8]2(CC#N)[CH2:10][CH2:9]2)=[CH:4][CH:3]=1.[OH-:14].[K+].[CH3:16][CH2:17][OH:18]. Product: [Br:1][C:2]1[CH:7]=[CH:6][C:5]([C:8]2([CH2:16][C:17]([OH:14])=[O:18])[CH2:10][CH2:9]2)=[CH:4][CH:3]=1. The catalyst class is: 6. (2) Reactant: [BH:1]([OH:3])[OH:2].BrC1C=C(N2C3N=C(NC4C=CC(OC)=CC=4)N=CC=3C3=NN=C(O)C3=C2)C=CC=1.C([O-])([O-])=O.[Na+].[Na+].FC1C=CC(C2C=CC=C([N:53]3[C:58]4[N:59]=[C:60](NC5C=CC(OC)=CC=5)[N:61]=[CH:62][C:57]=4[C:56]4=[N:72][NH:73][CH:74]=[C:55]4[C:54]3=[O:75])C=2)=CC=1. Product: [BH:1]([OH:3])[OH:2].[N:72]1[NH:73][CH:74]=[C:55]2[C:54](=[O:75])[NH:53][C:58]3[N:59]=[CH:60][N:61]=[CH:62][C:57]=3[C:56]=12. The catalyst class is: 780.